This data is from Full USPTO retrosynthesis dataset with 1.9M reactions from patents (1976-2016). The task is: Predict the reactants needed to synthesize the given product. (1) Given the product [C:17]1([CH2:16][CH2:15][N:1]2[C:9]3[C:4](=[CH:5][CH:6]=[CH:7][CH:8]=3)[CH:3]=[C:2]2[C:10]([O:12][CH3:13])=[O:11])[CH:22]=[CH:21][CH:20]=[CH:19][CH:18]=1, predict the reactants needed to synthesize it. The reactants are: [NH:1]1[C:9]2[C:4](=[CH:5][CH:6]=[CH:7][CH:8]=2)[CH:3]=[C:2]1[C:10]([O:12][CH3:13])=[O:11].Br[CH2:15][CH2:16][C:17]1[CH:22]=[CH:21][CH:20]=[CH:19][CH:18]=1.C(=O)([O-])[O-].[Cs+].[Cs+]. (2) Given the product [CH2:1]([O:3][C:4]([N:6]1[C:15]2[C:10](=[N:11][C:12]([O:16][CH3:17])=[CH:13][CH:14]=2)[C@@H:9]([NH:18][C:19]2[N:24]=[C:23]([O:25][CH3:26])[C:22]([CH2:38][C:37]3[CH:40]=[C:41]([C:43]([F:45])([F:46])[F:44])[CH:42]=[C:35]([C:34]([F:33])([F:47])[F:48])[CH:36]=3)=[C:21]([O:27][CH3:28])[N:20]=2)[CH2:8][C@H:7]1[CH2:29][CH3:30])=[O:5])[CH3:2], predict the reactants needed to synthesize it. The reactants are: [CH2:1]([O:3][C:4]([N:6]1[C:15]2[C:10](=[N:11][C:12]([O:16][CH3:17])=[CH:13][CH:14]=2)[C@@H:9]([NH:18][C:19]2[N:24]=[C:23]([O:25][CH3:26])[CH:22]=[C:21]([O:27][CH3:28])[N:20]=2)[CH2:8][C@H:7]1[CH2:29][CH3:30])=[O:5])[CH3:2].[H-].[Na+].[F:33][C:34]([F:48])([F:47])[C:35]1[CH:36]=[C:37]([CH:40]=[C:41]([C:43]([F:46])([F:45])[F:44])[CH:42]=1)[CH2:38]Br.O. (3) Given the product [Br:1][C:2]1[CH:7]=[CH:6][CH:5]=[C:4]([N:27]2[CH2:28][CH:25]([O:24][C:23]3[CH:22]=[CH:21][C:20]([F:19])=[CH:30][CH:29]=3)[CH2:26]2)[N:3]=1, predict the reactants needed to synthesize it. The reactants are: [Br:1][C:2]1[CH:7]=[CH:6][CH:5]=[C:4](F)[N:3]=1.C(N(C(C)C)C(C)C)C.Cl.[F:19][C:20]1[CH:30]=[CH:29][C:23]([O:24][CH:25]2[CH2:28][NH:27][CH2:26]2)=[CH:22][CH:21]=1. (4) The reactants are: [F:1][C:2]([F:7])([F:6])[C:3]([OH:5])=[O:4].[F:8][C:9]([F:14])([F:13])[C:10]([OH:12])=[O:11].FC(F)(F)C(O)=O.[Cl:22][C:23]1[CH:24]=[N:25][C:26]2[NH:27][C:28]3[CH:29]=[N:30][CH:31]=[C:32]([CH:54]=3)[CH2:33][CH2:34][C:35]3[CH:43]=[C:39]([NH:40][C:41]=1[N:42]=2)[CH:38]=[CH:37][C:36]=3[NH:44][C:45](=[O:53])[CH2:46][CH:47]1[CH2:52][CH2:51][NH:50][CH2:49][CH2:48]1.[CH:55]([C:58]1[O:62][N:61]=[CH:60][C:59]=1[C:63](O)=[O:64])([CH3:57])[CH3:56]. Given the product [F:1][C:2]([F:7])([F:6])[C:3]([OH:5])=[O:4].[F:8][C:9]([F:14])([F:13])[C:10]([OH:12])=[O:11].[Cl:22][C:23]1[CH:24]=[N:25][C:26]2[NH:27][C:28]3[CH:29]=[N:30][CH:31]=[C:32]([CH:54]=3)[CH2:33][CH2:34][C:35]3[CH:43]=[C:39]([NH:40][C:41]=1[N:42]=2)[CH:38]=[CH:37][C:36]=3[NH:44][C:45](=[O:53])[CH2:46][CH:47]1[CH2:52][CH2:51][N:50]([C:63]([C:59]2[CH:60]=[N:61][O:62][C:58]=2[CH:55]([CH3:57])[CH3:56])=[O:64])[CH2:49][CH2:48]1, predict the reactants needed to synthesize it. (5) Given the product [C:20]1([CH2:26][CH2:27][C:28]([NH:1][C:2]2[CH:3]=[C:4]([CH:10]=[CH:11][N:12]=2)[C:5]([O:7][CH2:8][CH3:9])=[O:6])=[O:29])[CH:25]=[CH:24][CH:23]=[CH:22][CH:21]=1, predict the reactants needed to synthesize it. The reactants are: [NH2:1][C:2]1[CH:3]=[C:4]([CH:10]=[CH:11][N:12]=1)[C:5]([O:7][CH2:8][CH3:9])=[O:6].C(N(CC)CC)C.[C:20]1([CH2:26][CH2:27][C:28](Cl)=[O:29])[CH:25]=[CH:24][CH:23]=[CH:22][CH:21]=1. (6) Given the product [Br:29][C:30]1[CH:31]=[CH:32][C:33]2[O:37][C:36]3[C:38](=[O:40])[NH:39][C:42]([C:44]4[CH:45]=[C:46]([CH:56]=[CH:57][CH:58]=4)[CH2:47][NH:48][C:49](=[O:55])[O:50][C:51]([CH3:54])([CH3:53])[CH3:52])=[N:41][C:35]=3[C:34]=2[CH:59]=1, predict the reactants needed to synthesize it. The reactants are: BrC1C=CC2OC3C(=O)NC(C4CCN(C(OC(C)(C)C)=O)CC4)=NC=3C=2C=1.[Br:29][C:30]1[CH:31]=[CH:32][C:33]2[O:37][C:36]([C:38](=[O:40])[NH2:39])=[C:35]([NH:41][C:42]([C:44]3[CH:45]=[C:46]([CH:56]=[CH:57][CH:58]=3)[CH2:47][NH:48][C:49](=[O:55])[O:50][C:51]([CH3:54])([CH3:53])[CH3:52])=O)[C:34]=2[CH:59]=1.BrC1C=CC2OC(C(=O)N)=C(NC(C3CCN(C(OC(C)(C)C)=O)CC3)=O)C=2C=1.